Dataset: Full USPTO retrosynthesis dataset with 1.9M reactions from patents (1976-2016). Task: Predict the reactants needed to synthesize the given product. (1) Given the product [CH2:1]([O:3][C:4]([C:6]1[CH:7]=[C:8]2[N:13]([C:14]=1[C:18]1[CH:23]=[CH:22][C:21]([Cl:24])=[CH:20][CH:19]=1)[CH:12]=[CH:11][C:10]([CH2:15][OH:16])=[CH:9]2)=[O:5])[CH3:2], predict the reactants needed to synthesize it. The reactants are: [CH2:1]([O:3][C:4]([C:6]1[CH:7]=[C:8]2[N:13]([CH:14]=1)[CH:12]=[CH:11][C:10]([CH2:15][OH:16])=[CH:9]2)=[O:5])[CH3:2].Br[C:18]1[CH:23]=[CH:22][C:21]([Cl:24])=[CH:20][CH:19]=1. (2) Given the product [CH2:23]([O:22][C:20]([C:19]1[N:4]2[CH:5]=[CH:6][CH:7]=[CH:8][C:3]2=[N:1][N:2]=1)=[O:21])[CH3:24], predict the reactants needed to synthesize it. The reactants are: [NH:1]([C:3]1[CH:8]=[CH:7][CH:6]=[CH:5][N:4]=1)[NH2:2].CCN(C(C)C)C(C)C.Cl[C:19](=O)[C:20]([O:22][CH2:23][CH3:24])=[O:21].C(P1(=O)OP(CCC)(=O)OP(CCC)(=O)O1)CC. (3) Given the product [Si:1]([O:8][CH2:9][CH:10]1[O:15][CH2:14][CH2:13][N:12]([CH2:26][CH2:25][CH2:24][Cl:23])[CH2:11]1)([C:4]([CH3:7])([CH3:5])[CH3:6])([CH3:2])[CH3:3], predict the reactants needed to synthesize it. The reactants are: [Si:1]([O:8][CH2:9][CH:10]1[O:15][CH2:14][CH2:13][NH:12][CH2:11]1)([C:4]([CH3:7])([CH3:6])[CH3:5])([CH3:3])[CH3:2].C(N(CC)CC)C.[Cl:23][CH2:24][CH2:25][CH2:26]I. (4) Given the product [NH:16]1[C:17]2[C:18](=[CH:19][CH:20]=[CH:21][CH:22]=2)[CH:14]=[CH:15]1, predict the reactants needed to synthesize it. The reactants are: Cl.C=C[C@@H]1[C@@H]2C[C@@H]([C@H](O)C3[CH:14]=[CH:15][N:16]=[C:17]4[CH:22]=[CH:21][CH:20]=[CH:19][C:18]=34)N(CC2)C1. (5) Given the product [F:13][C:2]([F:1])([F:14])[C:3]1[CH:4]=[C:5]([CH:6]=[CH:7][CH:8]=1)[CH2:9][C:10]1[O:12][N:28]=[C:22]([C:23]([O:25][CH2:26][CH3:27])=[O:24])[N:21]=1, predict the reactants needed to synthesize it. The reactants are: [F:1][C:2]([F:14])([F:13])[C:3]1[CH:4]=[C:5]([CH2:9][C:10]([OH:12])=O)[CH:6]=[CH:7][CH:8]=1.C(Cl)(=O)C(Cl)=O.[NH2:21][C:22](=[N:28]O)[C:23]([O:25][CH2:26][CH3:27])=[O:24].C(N(CC)C(C)C)(C)C.